Task: Predict the reaction yield, written as a fraction of the theoretical maximum amount of product (1.0 means a 100% yield; for example, 0.34 means a 34% yield).. Dataset: Reaction yield outcomes from USPTO patents with 853,638 reactions (1) The catalyst is [Br-].C([N+](CCCC)(CCCC)CCCC)C1C=CC=CC=1.ClCCl. The product is [CH3:1][O:2][C:3]1[CH:4]=[C:5]2[CH:11]=[CH:10][N:9]([S:21]([C:18]3[CH:19]=[CH:20][C:15]([CH3:14])=[CH:16][CH:17]=3)(=[O:23])=[O:22])[C:6]2=[N:7][CH:8]=1. The yield is 0.890. The reactants are [CH3:1][O:2][C:3]1[CH:4]=[C:5]2[CH:11]=[CH:10][NH:9][C:6]2=[N:7][CH:8]=1.[OH-].[Na+].[CH3:14][C:15]1[CH:20]=[CH:19][C:18]([S:21](Cl)(=[O:23])=[O:22])=[CH:17][CH:16]=1. (2) The reactants are Cl[C:2]1[CH:9]=[CH:8][C:5]([C:6]#[N:7])=[C:4]([O:10][CH2:11][CH2:12][O:13][CH:14]2[CH2:19][CH2:18][CH2:17][CH2:16][O:15]2)[N:3]=1.[Br:20][C:21]1[CH:28]=[CH:27][C:26]([OH:29])=[CH:25][C:22]=1[CH:23]=[O:24].C(=O)([O-])[O-].[K+].[K+]. The catalyst is CN(C=O)C. The product is [Br:20][C:21]1[CH:28]=[CH:27][C:26]([O:29][C:2]2[CH:9]=[CH:8][C:5]([C:6]#[N:7])=[C:4]([O:10][CH2:11][CH2:12][O:13][CH:14]3[CH2:19][CH2:18][CH2:17][CH2:16][O:15]3)[N:3]=2)=[CH:25][C:22]=1[CH:23]=[O:24]. The yield is 0.710.